From a dataset of Drug-target binding data from BindingDB using IC50 measurements. Regression. Given a target protein amino acid sequence and a drug SMILES string, predict the binding affinity score between them. We predict pIC50 (pIC50 = -log10(IC50 in M); higher means more potent). Dataset: bindingdb_ic50. The drug is N#C[C@@H]1CCCN1C(=O)CNC(=O)c1cccc2cnccc12. The target protein (P97321) has sequence MKTWLKTVFGVTTLAALALVVICIVLRPSRVYKPEGNTKRALTLKDILNGTFSYKTYFPNWISEQEYLHQSEDDNIVFYNIETRESYIILSNSTMKSVNATDYGLSPDRQFVYLESDYSKLWRYSYTATYYIYDLQNGEFVRGYELPRPIQYLCWSPVGSKLAYVYQNNIYLKQRPGDPPFQITYTGRENRIFNGIPDWVYEEEMLATKYALWWSPDGKFLAYVEFNDSDIPIIAYSYYGDGQYPRTINIPYPKAGAKNPVVRVFIVDTTYPHHVGPMEVPVPEMIASSDYYFSWLTWVSSERVCLQWLKRVQNVSVLSICDFREDWHAWECPKNQEHVEESRTGWAGGFFVSTPAFSQDATSYYKIFSDKDGYKHIHYIKDTVENAIQITSGKWEAIYIFRVTQDSLFYSSNEFEGYPGRRNIYRISIGNSPPSKKCVTCHLRKERCQYYTASFSYKAKYYALVCYGPGLPISTLHDGRTDQEIQVLEENKELENSLRN.... The pIC50 is 7.0.